Dataset: Reaction yield outcomes from USPTO patents with 853,638 reactions. Task: Predict the reaction yield, written as a fraction of the theoretical maximum amount of product (1.0 means a 100% yield; for example, 0.34 means a 34% yield). (1) The reactants are [N:1]([C:4]1[CH:5]=[C:6]([CH:10]=[CH:11][C:12]=1[CH3:13])[C:7]([OH:9])=[O:8])=[N+:2]=[N-:3].[C:14]([O:18][CH3:19])(=[O:17])[C:15]#[CH:16].O. The catalyst is CC(N(C)C)=O. The product is [CH3:19][O:18][C:14]([C:15]1[N:3]=[N:2][N:1]([C:4]2[CH:5]=[C:6]([C:7]([OH:9])=[O:8])[CH:10]=[CH:11][C:12]=2[CH3:13])[CH:16]=1)=[O:17]. The yield is 0.623. (2) The reactants are [Cl:1][C:2]1[N:7]=[C:6]([C:8]([O:10][CH3:11])=[O:9])[CH:5]=[CH:4][C:3]=1[CH3:12].C(OOC(=O)C1C=CC=CC=1)(=O)C1C=CC=CC=1.C1C(=O)N([Br:38])C(=O)C1. The catalyst is C(Cl)(Cl)(Cl)Cl. The product is [Br:38][CH2:12][C:3]1[CH:4]=[CH:5][C:6]([C:8]([O:10][CH3:11])=[O:9])=[N:7][C:2]=1[Cl:1]. The yield is 0.380. (3) The reactants are C([O:5][C:6](=[O:37])[CH2:7][N:8]1[CH:12]=[C:11]([NH:13][C:14]2[N:36]=[C:17]3[C:18]([C:22]4[CH2:23][CH2:24][N:25]([C:28](=[O:35])[CH2:29][CH2:30][C:31]([F:34])([F:33])[F:32])[CH2:26][CH:27]=4)=[CH:19][CH:20]=[CH:21][N:16]3[N:15]=2)[CH:10]=[N:9]1)(C)(C)C. The catalyst is C(Cl)Cl.C(O)(C(F)(F)F)=O. The product is [F:34][C:31]([F:32])([F:33])[CH2:30][CH2:29][C:28]([N:25]1[CH2:26][CH:27]=[C:22]([C:18]2[C:17]3[N:16]([N:15]=[C:14]([NH:13][C:11]4[CH:10]=[N:9][N:8]([CH2:7][C:6]([OH:37])=[O:5])[CH:12]=4)[N:36]=3)[CH:21]=[CH:20][CH:19]=2)[CH2:23][CH2:24]1)=[O:35]. The yield is 0.840. (4) The catalyst is O.C([O-])(=O)C.[Pd+2].C([O-])(=O)C.C(COC)OC. The reactants are Cl[C:2]1[N:7]=[C:6]([NH2:8])[N:5]=[C:4]([NH:9][C:10]2[CH:15]=[CH:14][C:13]([CH3:16])=[CH:12][CH:11]=2)[CH:3]=1.[Cl:17][C:18]1[CH:19]=[CH:20][C:21]([O:27][CH3:28])=[C:22](B(O)O)[CH:23]=1.C1(P(C2C=CC=CC=2)C2C=CC=CC=2)C=CC=CC=1.C(=O)([O-])[O-].[Na+].[Na+]. The product is [Cl:17][C:18]1[CH:23]=[CH:22][C:21]([O:27][CH3:28])=[C:20]([C:2]2[N:7]=[C:6]([NH2:8])[N:5]=[C:4]([NH:9][C:10]3[CH:15]=[CH:14][C:13]([CH3:16])=[CH:12][CH:11]=3)[CH:3]=2)[CH:19]=1. The yield is 0.860. (5) The reactants are [N:1]1[CH:6]=[CH:5][CH:4]=[C:3]([S:7]([OH:10])(=O)=[O:8])[CH:2]=1.P(Cl)(Cl)(Cl)(Cl)[Cl:12].P(Cl)(Cl)(Cl)=O.C([O-])(O)=O.[Na+].[Na+].[Cl-]. The catalyst is COC(C)(C)C. The product is [N:1]1[CH:6]=[CH:5][CH:4]=[C:3]([S:7]([Cl:12])(=[O:10])=[O:8])[CH:2]=1. The yield is 0.940. (6) The reactants are [Br:1][C:2]1[CH:7]=[CH:6][C:5]([NH:8][C:9]2[CH:10]=[C:11]([NH:23][C:24](=[O:26])[CH3:25])[CH:12]=[C:13]([C:15]3[CH:20]=[CH:19][C:18]([F:21])=[CH:17][C:16]=3[F:22])[CH:14]=2)=[C:4]([N+:27]([O-])=O)[CH:3]=1.[Cl-].[NH4+]. The catalyst is C1COCC1.O.[Zn]. The product is [NH2:27][C:4]1[CH:3]=[C:2]([Br:1])[CH:7]=[CH:6][C:5]=1[NH:8][C:9]1[CH:10]=[C:11]([NH:23][C:24](=[O:26])[CH3:25])[CH:12]=[C:13]([C:15]2[CH:20]=[CH:19][C:18]([F:21])=[CH:17][C:16]=2[F:22])[CH:14]=1. The yield is 0.870. (7) The reactants are [CH3:1][C:2]1[CH:9]=[N:8][CH:7]=[CH:6][C:3]=1[C:4]#[N:5].Cl.[NH2:11][OH:12].C([O-])([O-])=O.[Na+].[Na+]. The catalyst is CCO. The product is [OH:12][NH:11][C:4](=[NH:5])[C:3]1[CH:6]=[CH:7][N:8]=[CH:9][C:2]=1[CH3:1]. The yield is 0.740.